From a dataset of Full USPTO retrosynthesis dataset with 1.9M reactions from patents (1976-2016). Predict the reactants needed to synthesize the given product. Given the product [F:32][C:2]([F:1])([F:31])[CH2:3][CH2:4][CH2:5][CH:6]([C:11]1[C:12]([CH3:30])=[N:13][C:14]([N:24]2[CH2:29][CH2:28][CH2:27][CH2:26][CH2:25]2)=[N:15][C:16]=1[C:17]1[CH:22]=[CH:21][C:20]([CH3:23])=[CH:19][CH:18]=1)[C:7]([OH:9])=[O:8], predict the reactants needed to synthesize it. The reactants are: [F:1][C:2]([F:32])([F:31])[CH2:3][CH2:4][CH2:5][CH:6]([C:11]1[C:12]([CH3:30])=[N:13][C:14]([N:24]2[CH2:29][CH2:28][CH2:27][CH2:26][CH2:25]2)=[N:15][C:16]=1[C:17]1[CH:22]=[CH:21][C:20]([CH3:23])=[CH:19][CH:18]=1)[C:7]([O:9]C)=[O:8].[OH-].[Na+].